From a dataset of Reaction yield outcomes from USPTO patents with 853,638 reactions. Predict the reaction yield, written as a fraction of the theoretical maximum amount of product (1.0 means a 100% yield; for example, 0.34 means a 34% yield). (1) The reactants are [OH:1][C@H:2]1[CH2:7][CH2:6][C@H:5]([NH:8][C:9]2[N:14]=[C:13]([C:15](OCC)=[O:16])[C:12]([N+:20]([O-])=O)=[C:11]([NH:23][C:24]3[CH:29]=[CH:28][CH:27]=[CH:26][C:25]=3[O:30][CH3:31])[N:10]=2)[CH2:4][CH2:3]1.ClC1N=C([C:39](OCC)=[O:40])C([N+]([O-])=O)=C(NC2C=CC=CC=2OC)N=1.[NH2:56][C@H]1CC[C@H](O)CC1.C(N(C(C)C)CC)(C)C. The catalyst is CN(C)C=O. The product is [OH:1][C@H:2]1[CH2:7][CH2:6][C@H:5]([NH:8][C:9]2[N:10]=[C:11]3[C:12]([NH:20][C:39](=[O:40])[N:23]3[C:24]3[CH:29]=[CH:28][CH:27]=[CH:26][C:25]=3[O:30][CH3:31])=[C:13]([C:15]([NH2:56])=[O:16])[N:14]=2)[CH2:4][CH2:3]1. The yield is 0.820. (2) The reactants are [Br:1]Br.[CH3:3][CH:4]1[C:12]2[C:7](=[CH:8][CH:9]=[CH:10][CH:11]=2)[NH:6][C:5]1=[O:13].C([O-])(=O)C.[Na+].C(=O)([O-])[O-].[Na+].[Na+]. The catalyst is C(O)(=O)C. The product is [Br:1][C:10]1[CH:9]=[CH:8][C:7]2[C:12](=[C:4]([CH3:3])[C:5](=[O:13])[N:6]=2)[CH:11]=1. The yield is 0.930. (3) No catalyst specified. The reactants are [C:1]1([C:7]2[CH:11]=[C:10]([C:12]([OH:14])=O)[O:9][N:8]=2)[CH:6]=[CH:5][CH:4]=[CH:3][CH:2]=1.S(Cl)([Cl:17])=O. The product is [C:1]1([C:7]2[CH:11]=[C:10]([C:12]([Cl:17])=[O:14])[O:9][N:8]=2)[CH:6]=[CH:5][CH:4]=[CH:3][CH:2]=1. The yield is 0.930. (4) The reactants are [F:1][C:2]1[CH:7]=[CH:6][C:5]([O:8][C:9]2[CH:14]=[N:13][CH:12]=[CH:11][N:10]=2)=[CH:4][C:3]=1[C@:15]1([CH2:34][F:35])[CH2:20][C@@H:19]([C:21]([F:24])([F:23])[F:22])[O:18][C:17]([NH:25]C(=O)C2C=CC=CC=2)=[N:16]1.N12CCCN=C1CCCCC2. The catalyst is CO. The product is [F:1][C:2]1[CH:7]=[CH:6][C:5]([O:8][C:9]2[CH:14]=[N:13][CH:12]=[CH:11][N:10]=2)=[CH:4][C:3]=1[C@:15]1([CH2:34][F:35])[CH2:20][C@@H:19]([C:21]([F:23])([F:24])[F:22])[O:18][C:17]([NH2:25])=[N:16]1. The yield is 0.567. (5) The reactants are [Br:1][C:2]1[CH:6]=[N:5][N:4]([CH3:7])[C:3]=1[C:8]1[CH:9]=[C:10]([NH:16][C:17]([NH:19][C:20]2[CH:25]=[CH:24][C:23]([F:26])=[CH:22][C:21]=2[F:27])=[O:18])[CH:11]=[CH:12][C:13]=1[O:14]C.[Al+3].[Cl-].[Cl-].[Cl-].CCOC(C)=O.C(C(C(C([O-])=O)O)O)([O-])=O.[Na+].[K+]. The catalyst is C(Cl)Cl. The product is [Br:1][C:2]1[CH:6]=[N:5][N:4]([CH3:7])[C:3]=1[C:8]1[CH:9]=[C:10]([NH:16][C:17]([NH:19][C:20]2[CH:25]=[CH:24][C:23]([F:26])=[CH:22][C:21]=2[F:27])=[O:18])[CH:11]=[CH:12][C:13]=1[OH:14]. The yield is 1.00. (6) The reactants are [CH:1]12[NH:13][CH:5]([CH2:6][CH:7]([CH2:9][C:10]([OH:12])=[O:11])[CH2:8]1)[CH2:4][O:3][CH2:2]2.S(Cl)(Cl)(=O)=O.[CH3:19]O. No catalyst specified. The product is [CH3:19][O:11][C:10](=[O:12])[CH2:9][CH:7]1[CH2:6][CH:5]2[NH:13][CH:1]([CH2:2][O:3][CH2:4]2)[CH2:8]1. The yield is 0.990. (7) The reactants are [CH2:1]([O:3][C:4]([C:6]1[CH:10]=[C:9]([O:11][CH:12]2[CH2:17][CH2:16][CH2:15][CH2:14][C:13]2=O)[NH:8][N:7]=1)=[O:5])[CH3:2].CS(O)(=O)=O. The catalyst is C(O)(=O)C.C1(C)C=CC=CC=1. The product is [N:7]1[N:8]2[C:9]([O:11][C:12]3[CH2:17][CH2:16][CH2:15][CH2:14][C:13]=32)=[CH:10][C:6]=1[C:4]([O:3][CH2:1][CH3:2])=[O:5]. The yield is 0.590. (8) The catalyst is C(=O)([O-])[O-].[Na+].[Na+].C(#N)C.C(Cl)Cl.CO. The yield is 0.290. The product is [O:40]1[C:36]([C:2]2[N:10]=[CH:9][C:8]3[NH:7][C:6]4[N:11]=[CH:12][C:13]([C:15]5[CH:16]=[CH:17][C:18]([CH2:21][N:22]6[CH2:23][CH2:24][CH2:25][CH2:26][CH2:27]6)=[CH:19][CH:20]=5)=[CH:14][C:5]=4[C:4]=3[CH:3]=2)=[CH:37][N:38]=[CH:39]1. The reactants are Br[C:2]1[N:10]=[CH:9][C:8]2[NH:7][C:6]3[N:11]=[CH:12][C:13]([C:15]4[CH:20]=[CH:19][C:18]([CH2:21][N:22]5[CH2:27][CH2:26][CH2:25][CH2:24][CH2:23]5)=[CH:17][CH:16]=4)=[CH:14][C:5]=3[C:4]=2[CH:3]=1.CC1(C)C(C)(C)OB([C:36]2[O:40][CH:39]=[N:38][CH:37]=2)O1. (9) The reactants are [C:1]([NH:8][C@H:9]1[CH2:14][CH2:13][C@H:12]([C:15]([OH:17])=O)[CH2:11][CH2:10]1)([O:3][C:4]([CH3:7])([CH3:6])[CH3:5])=[O:2].[Br:18][C:19]1[CH:26]=[CH:25][C:22]([NH:23][CH3:24])=[CH:21][CH:20]=1.CCN(CC)CC.CN(C(ON1N=NC2C=CC=NC1=2)=[N+](C)C)C.F[P-](F)(F)(F)(F)F. The catalyst is CN(C=O)C.CC(OC)(C)C. The product is [C:4]([O:3][C:1](=[O:2])[NH:8][C@H:9]1[CH2:10][CH2:11][C@H:12]([C:15](=[O:17])[N:23]([C:22]2[CH:25]=[CH:26][C:19]([Br:18])=[CH:20][CH:21]=2)[CH3:24])[CH2:13][CH2:14]1)([CH3:5])([CH3:6])[CH3:7]. The yield is 0.390.